This data is from NCI-60 drug combinations with 297,098 pairs across 59 cell lines. The task is: Regression. Given two drug SMILES strings and cell line genomic features, predict the synergy score measuring deviation from expected non-interaction effect. (1) Drug 1: C1C(C(OC1N2C=NC3=C(N=C(N=C32)Cl)N)CO)O. Drug 2: CN1C2=C(C=C(C=C2)N(CCCl)CCCl)N=C1CCCC(=O)O.Cl. Cell line: HS 578T. Synergy scores: CSS=4.19, Synergy_ZIP=-3.27, Synergy_Bliss=-5.04, Synergy_Loewe=-18.8, Synergy_HSA=-4.58. (2) Drug 1: C1=CN(C=N1)CC(O)(P(=O)(O)O)P(=O)(O)O. Drug 2: CS(=O)(=O)OCCCCOS(=O)(=O)C. Cell line: SR. Synergy scores: CSS=64.0, Synergy_ZIP=-1.09, Synergy_Bliss=-1.21, Synergy_Loewe=-3.63, Synergy_HSA=-2.66. (3) Drug 1: CC=C1C(=O)NC(C(=O)OC2CC(=O)NC(C(=O)NC(CSSCCC=C2)C(=O)N1)C(C)C)C(C)C. Drug 2: CS(=O)(=O)CCNCC1=CC=C(O1)C2=CC3=C(C=C2)N=CN=C3NC4=CC(=C(C=C4)OCC5=CC(=CC=C5)F)Cl. Cell line: RPMI-8226. Synergy scores: CSS=25.1, Synergy_ZIP=-1.56, Synergy_Bliss=-4.69, Synergy_Loewe=-67.9, Synergy_HSA=-5.33. (4) Drug 1: CC12CCC3C(C1CCC2=O)CC(=C)C4=CC(=O)C=CC34C. Drug 2: CC1CCC2CC(C(=CC=CC=CC(CC(C(=O)C(C(C(=CC(C(=O)CC(OC(=O)C3CCCCN3C(=O)C(=O)C1(O2)O)C(C)CC4CCC(C(C4)OC)OCCO)C)C)O)OC)C)C)C)OC. Cell line: SF-295. Synergy scores: CSS=58.6, Synergy_ZIP=0.992, Synergy_Bliss=1.04, Synergy_Loewe=5.89, Synergy_HSA=6.22. (5) Drug 1: CN1CCC(CC1)COC2=C(C=C3C(=C2)N=CN=C3NC4=C(C=C(C=C4)Br)F)OC. Drug 2: C1CCC(CC1)NC(=O)N(CCCl)N=O. Cell line: NCI-H322M. Synergy scores: CSS=34.2, Synergy_ZIP=-0.571, Synergy_Bliss=-0.319, Synergy_Loewe=-8.31, Synergy_HSA=-0.0227.